Dataset: Reaction yield outcomes from USPTO patents with 853,638 reactions. Task: Predict the reaction yield, written as a fraction of the theoretical maximum amount of product (1.0 means a 100% yield; for example, 0.34 means a 34% yield). (1) The reactants are [F:1][C:2]1[C:11]2[O:10][CH2:9][C:8](=[O:12])[NH:7][C:6]=2[CH:5]=[CH:4][CH:3]=1.C([O-])([O-])=O.[Cs+].[Cs+].[Cl:19][CH2:20][CH2:21][CH2:22]I. The catalyst is CCCCCCC.CCOC(C)=O. The product is [Cl:19][CH2:20][CH2:21][CH2:22][N:7]1[C:6]2[CH:5]=[CH:4][CH:3]=[C:2]([F:1])[C:11]=2[O:10][CH2:9][C:8]1=[O:12]. The yield is 0.600. (2) The reactants are [Cr](Cl)([O-])(=O)=O.[NH+]1C=CC=CC=1.[OH:12][CH:13]1[CH2:18][CH2:17][CH:16]([C:19]([O:21][CH2:22][CH3:23])=[O:20])[CH2:15][CH2:14]1. The catalyst is C(Cl)Cl. The product is [O:12]=[C:13]1[CH2:18][CH2:17][CH:16]([C:19]([O:21][CH2:22][CH3:23])=[O:20])[CH2:15][CH2:14]1. The yield is 1.00. (3) The reactants are [OH-].[Na+].[F:3][C:4]1[CH:9]=[CH:8][C:7]([C:10]2[O:28][C:13]3=[N:14][CH:15]=[C:16]([C:18]4[CH:19]=[C:20]([CH:25]=[CH:26][CH:27]=4)[C:21]([O:23]C)=[O:22])[CH:17]=[C:12]3[C:11]=2[C:29](=[O:32])[NH:30][CH3:31])=[CH:6][CH:5]=1. The catalyst is CO.CCOC(C)=O. The product is [F:3][C:4]1[CH:9]=[CH:8][C:7]([C:10]2[O:28][C:13]3=[N:14][CH:15]=[C:16]([C:18]4[CH:19]=[C:20]([CH:25]=[CH:26][CH:27]=4)[C:21]([OH:23])=[O:22])[CH:17]=[C:12]3[C:11]=2[C:29](=[O:32])[NH:30][CH3:31])=[CH:6][CH:5]=1. The yield is 0.950. (4) The reactants are [CH3:1][N:2]([CH3:20])[C:3]([C:5]1[N:14]([CH:15]2[CH2:19][CH2:18][CH2:17][CH2:16]2)[C:8]2[N:9]=[C:10](Cl)[N:11]=[CH:12][C:7]=2[CH:6]=1)=[O:4].[N:21]1[CH:26]=[CH:25][CH:24]=[CH:23][C:22]=1[NH2:27]. No catalyst specified. The product is [CH3:1][N:2]([CH3:20])[C:3]([C:5]1[N:14]([CH:15]2[CH2:19][CH2:18][CH2:17][CH2:16]2)[C:8]2[N:9]=[C:10]([NH:27][C:22]3[CH:23]=[CH:24][CH:25]=[CH:26][N:21]=3)[N:11]=[CH:12][C:7]=2[CH:6]=1)=[O:4]. The yield is 0.840.